Dataset: Full USPTO retrosynthesis dataset with 1.9M reactions from patents (1976-2016). Task: Predict the reactants needed to synthesize the given product. (1) Given the product [Cl:18][C:19]1[CH:20]=[N+:21]([O-:44])[CH:22]=[C:23]([Cl:43])[C:24]=1[CH2:25][C@@H:26]([C:28]1[CH:33]=[CH:32][C:31]([O:34][CH:35]([F:37])[F:36])=[C:30]([O:38][CH2:39][CH:40]2[CH2:42][CH2:41]2)[CH:29]=1)[O:14][C:13](=[O:15])[CH2:12][N:9]1[C:10]2[C:6](=[CH:5][CH:4]=[C:3]([C:2]([F:16])([F:1])[F:17])[CH:11]=2)[CH:7]=[CH:8]1, predict the reactants needed to synthesize it. The reactants are: [F:1][C:2]([F:17])([F:16])[C:3]1[CH:11]=[C:10]2[C:6]([CH:7]=[CH:8][N:9]2[CH2:12][C:13]([OH:15])=[O:14])=[CH:5][CH:4]=1.[Cl:18][C:19]1[CH:20]=[N+:21]([O-:44])[CH:22]=[C:23]([Cl:43])[C:24]=1[CH2:25][C@@H:26]([C:28]1[CH:33]=[CH:32][C:31]([O:34][CH:35]([F:37])[F:36])=[C:30]([O:38][CH2:39][CH:40]2[CH2:42][CH2:41]2)[CH:29]=1)O.C(Cl)CCl.Cl. (2) Given the product [F:13][C:14]1[C:22]([O:23][C:24]2[C:33]3[C:28](=[CH:29][C:30]([O:36][CH2:69][CH2:68][CH2:67][N:64]4[CH2:65][CH2:66][N:61]([S:58]([CH3:57])(=[O:60])=[O:59])[CH2:62][CH2:63]4)=[C:31]([O:34][CH3:35])[CH:32]=3)[N:27]=[N:26][CH:25]=2)=[CH:21][CH:20]=[C:19]2[C:15]=1[CH:16]=[C:17]([CH3:37])[NH:18]2, predict the reactants needed to synthesize it. The reactants are: N(C(OCC)=O)=NC(OCC)=O.[F:13][C:14]1[C:22]([O:23][C:24]2[C:33]3[C:28](=[CH:29][C:30]([OH:36])=[C:31]([O:34][CH3:35])[CH:32]=3)[N:27]=[N:26][CH:25]=2)=[CH:21][CH:20]=[C:19]2[C:15]=1[CH:16]=[C:17]([CH3:37])[NH:18]2.C1(P(C2C=CC=CC=2)C2C=CC=CC=2)C=CC=CC=1.[CH3:57][S:58]([N:61]1[CH2:66][CH2:65][N:64]([CH2:67][CH2:68][CH2:69]O)[CH2:63][CH2:62]1)(=[O:60])=[O:59]. (3) Given the product [C:35]([O:39][C:40](=[O:43])[CH2:41][CH2:42][C@@H:24]([C:25]([N:27]1[C@H:31]([CH3:32])[CH2:30][O:29][C:28]1=[O:33])=[O:26])[CH2:23][C@H:14]1[CH2:13][O:12][C:11]([CH3:10])([CH3:34])[N:15]1[C:16]([O:18][C:19]([CH3:20])([CH3:21])[CH3:22])=[O:17])([CH3:38])([CH3:37])[CH3:36], predict the reactants needed to synthesize it. The reactants are: CCN(C(C)C)C(C)C.[CH3:10][C:11]1([CH3:34])[N:15]([C:16]([O:18][C:19]([CH3:22])([CH3:21])[CH3:20])=[O:17])[C@@H:14]([CH2:23][CH2:24][C:25]([N:27]2[C@H:31]([CH3:32])[CH2:30][O:29][C:28]2=[O:33])=[O:26])[CH2:13][O:12]1.[C:35]([O:39][C:40](=[O:43])[CH:41]=[CH2:42])([CH3:38])([CH3:37])[CH3:36]. (4) Given the product [CH3:22][Si:23]([CH3:28])([CH3:27])[CH2:24][CH2:25][O:8][C:7]([C:5]1[S:6][C:2]([CH3:1])=[CH:3][CH:4]=1)=[O:9], predict the reactants needed to synthesize it. The reactants are: [CH3:1][C:2]1[S:6][C:5]([C:7]([OH:9])=[O:8])=[CH:4][CH:3]=1.CCN=C=NCCCN(C)C.Cl.[CH3:22][Si:23]([CH3:28])([CH3:27])[CH2:24][CH2:25]O. (5) Given the product [CH3:12][C:3]1[CH:4]=[CH:5][C:6]([C:8]([NH:10][NH2:11])=[O:9])=[N:7][CH:2]=1, predict the reactants needed to synthesize it. The reactants are: F[C:2]1[N:7]=[C:6]([C:8]([NH:10][NH2:11])=[O:9])[CH:5]=[CH:4][CH:3]=1.[CH3:12]C1C=CC(C(O)=O)=NC=1.FC1N=C(C(O)=O)C=CC=1. (6) Given the product [ClH:30].[CH2:16]([NH:15][C:13]1[N:12]=[C:11]([NH:19][CH3:20])[C:9]2[N:10]=[C:5]([NH:4][CH2:1][CH:2]=[CH2:3])[N:6]=[C:7]([NH:21][CH3:22])[C:8]=2[N:14]=1)[CH:17]=[CH2:18], predict the reactants needed to synthesize it. The reactants are: [CH2:1]([NH:4][C:5]1[N:6]=[C:7]([NH:21][CH3:22])[C:8]2[N:14]=[C:13]([NH:15][CH2:16][CH:17]=[CH2:18])[N:12]=[C:11]([NH:19][CH3:20])[C:9]=2[N:10]=1)[CH:2]=[CH2:3].Cl.C(OCC)C.Cl.[Cl:30]C1N=C(NCCC)C2N=C(NC)N=C(NCCC)C=2N=1. (7) Given the product [CH2:1]([N:8]1[CH2:12][C:11](=[O:13])[NH:10][C:9]1=[O:14])[C:2]1[CH:3]=[CH:4][CH:5]=[CH:6][CH:7]=1.[CH:19]1([CH2:18][C:11]([NH2:10])=[O:13])[CH2:20][CH2:21][CH2:22][CH2:23][CH2:24]1, predict the reactants needed to synthesize it. The reactants are: [CH2:1]([N:8]1[CH2:12][C:11](=[O:13])[NH:10][C:9]1=[O:14])[C:2]1[CH:7]=[CH:6][CH:5]=[CH:4][CH:3]=1.N([CH2:18][CH:19]1[CH2:24][CH2:23][CH2:22][CH2:21][CH2:20]1)=C=O.